Dataset: Reaction yield outcomes from USPTO patents with 853,638 reactions. Task: Predict the reaction yield, written as a fraction of the theoretical maximum amount of product (1.0 means a 100% yield; for example, 0.34 means a 34% yield). (1) The reactants are CN(C)CC[N:5](C)[C:6]1[CH:7]=[C:8]([N:14]2[C:18](S)=NN=[C:15]2[C:20]2C=C(C(C)C)C(O)=C[C:21]=2O)[CH:9]=[CH:10][C:11]=1OC. The catalyst is CO.CCOC(C)=O.[Pd]. The product is [CH3:18][N:14]([CH2:15][CH2:20][CH3:21])[C:8]1[CH:9]=[CH:10][CH:11]=[C:6]([NH2:5])[CH:7]=1. The yield is 0.920. (2) The reactants are Br[CH2:2][C:3](=O)[CH2:4][CH2:5][C:6]#[C:7][Si:8]([CH3:11])([CH3:10])[CH3:9].[Cl:13][C:14]1[C:15]([NH2:20])=[N:16][CH:17]=[CH:18][CH:19]=1. No catalyst specified. The product is [Cl:13][C:14]1[C:15]2[N:16]([CH:2]=[C:3]([CH2:4][CH2:5][C:6]#[C:7][Si:8]([CH3:11])([CH3:10])[CH3:9])[N:20]=2)[CH:17]=[CH:18][CH:19]=1. The yield is 0.720. (3) The reactants are [F:1][C:2]([F:29])([F:28])[C:3]1[CH:27]=[CH:26][CH:25]=[CH:24][C:4]=1[C:5]([N:7]1[CH2:11][C:10]2[CH2:12][N:13]([C:15]3[CH:23]=[CH:22][C:18]([C:19](O)=[O:20])=[CH:17][N:16]=3)[CH2:14][C:9]=2[CH2:8]1)=[O:6].Cl.[S:31]1[C:35]([CH2:36][NH2:37])=[CH:34][N:33]=[CH:32]1. No catalyst specified. The product is [S:31]1[C:35]([CH2:36][NH:37][C:19](=[O:20])[C:18]2[CH:22]=[CH:23][C:15]([N:13]3[CH2:12][C:10]4[CH2:11][N:7]([C:5](=[O:6])[C:4]5[CH:24]=[CH:25][CH:26]=[CH:27][C:3]=5[C:2]([F:28])([F:1])[F:29])[CH2:8][C:9]=4[CH2:14]3)=[N:16][CH:17]=2)=[CH:34][N:33]=[CH:32]1. The yield is 0.580. (4) The product is [CH3:1][O:2][C:3]([C:5]1[C:9]([CH:10]([CH3:12])[CH3:11])=[C:8]([C:13]([OH:15])=[O:14])[N:7]([C:23]2[CH:28]=[CH:27][C:26]([F:29])=[CH:25][CH:24]=2)[N:6]=1)=[O:4]. The catalyst is CO.[Pd]. The yield is 0.990. The reactants are [CH3:1][O:2][C:3]([C:5]1[C:9]([CH:10]([CH3:12])[CH3:11])=[C:8]([C:13]([O:15]CC2C=CC=CC=2)=[O:14])[N:7]([C:23]2[CH:28]=[CH:27][C:26]([F:29])=[CH:25][CH:24]=2)[N:6]=1)=[O:4]. (5) The reactants are CCN(C(C)C)C(C)C.Cl[C:11]1[CH:12]=[CH:13][C:14]2[N:15]([C:17]([C:20]([F:23])([F:22])[F:21])=[N:18][N:19]=2)[N:16]=1.[OH:24][C:25]1[CH:30]=[CH:29][C:28]([C:31]2([OH:37])[CH2:36][CH2:35][NH:34][CH2:33][CH2:32]2)=[CH:27][CH:26]=1. The catalyst is CN(C=O)C. The product is [OH:24][C:25]1[CH:30]=[CH:29][C:28]([C:31]2([OH:37])[CH2:32][CH2:33][N:34]([C:11]3[CH:12]=[CH:13][C:14]4[N:15]([C:17]([C:20]([F:23])([F:22])[F:21])=[N:18][N:19]=4)[N:16]=3)[CH2:35][CH2:36]2)=[CH:27][CH:26]=1. The yield is 0.990. (6) The reactants are [O:1]=[C:2]1[C:10]2[C:5](=[CH:6][CH:7]=[CH:8][CH:9]=2)[C:4](=[O:11])[N:3]1[CH2:12][CH2:13][CH2:14][C:15]1[CH:16]=[C:17]([CH:20]=[CH:21][CH:22]=1)[CH:18]=O.[Br-].[Cl:24][C:25]1[CH:26]=[C:27]([CH:48]=[CH:49][CH:50]=1)[CH2:28][P+](C1C=CC=CC=1)(C1C=CC=CC=1)C1C=CC=CC=1. No catalyst specified. The product is [Cl:24][C:25]1[CH:26]=[C:27]([CH:48]=[CH:49][CH:50]=1)/[CH:28]=[CH:18]/[C:17]1[CH:16]=[C:15]([CH2:14][CH2:13][CH2:12][N:3]2[C:2](=[O:1])[C:10]3[C:9](=[CH:8][CH:7]=[CH:6][CH:5]=3)[C:4]2=[O:11])[CH:22]=[CH:21][CH:20]=1.[Cl:24][C:25]1[CH:26]=[C:27]([CH:48]=[CH:49][CH:50]=1)/[CH:28]=[CH:18]\[C:17]1[CH:16]=[C:15]([CH2:14][CH2:13][CH2:12][N:3]2[C:2](=[O:1])[C:10]3[C:9](=[CH:8][CH:7]=[CH:6][CH:5]=3)[C:4]2=[O:11])[CH:22]=[CH:21][CH:20]=1. The yield is 0.300. (7) The reactants are [CH3:1][O:2][C:3]1[C:8]([C:9]2[CH:14]=[CH:13][CH:12]=[CH:11][CH:10]=2)=[CH:7][C:6]([CH:15]=[O:16])=[CH:5][C:4]=1[CH3:17].[OH-:18].[Na+]. The catalyst is [Ag-]=O. The product is [CH3:1][O:2][C:3]1[C:8]([C:9]2[CH:14]=[CH:13][CH:12]=[CH:11][CH:10]=2)=[CH:7][C:6]([C:15]([OH:18])=[O:16])=[CH:5][C:4]=1[CH3:17]. The yield is 0.890. (8) The reactants are [F:1][CH:2]([F:26])[O:3][C:4]1[CH:9]=[CH:8][C:7]([CH:10]([C:12]2([C:18]3[CH:23]=[CH:22][CH:21]=[C:20]([Cl:24])[CH:19]=3)SCCCS2)[OH:11])=[CH:6][C:5]=1[CH3:25].FC(F)(F)C(OC1C(OC(=O)C(F)(F)F)=C(I)C=CC=1)=[O:30].CCOC(C)=O.CCCCCC.CCOC(C)=O. The catalyst is C(#N)C.O. The product is [F:1][CH:2]([F:26])[O:3][C:4]1[CH:9]=[CH:8][C:7]([CH:10]([OH:11])[C:12]([C:18]2[CH:23]=[CH:22][CH:21]=[C:20]([Cl:24])[CH:19]=2)=[O:30])=[CH:6][C:5]=1[CH3:25]. The yield is 0.320. (9) The reactants are [CH3:1][N:2]([CH3:21])[C:3]1[CH:8]=[CH:7][C:6]([C:9]([C:11]2[CH:12]=[C:13]3[C:19]([I:20])=[CH:18][NH:17][C:14]3=[N:15][CH:16]=2)=[O:10])=[CH:5][CH:4]=1.[C:22]1([S:28](Cl)(=[O:30])=[O:29])[CH:27]=[CH:26][CH:25]=[CH:24][CH:23]=1.[OH-].[Na+]. The catalyst is C(Cl)Cl.CCOC(C)=O.C(=O)([O-])O.[Na+]. The product is [C:22]1([S:28]([N:17]2[C:14]3=[N:15][CH:16]=[C:11]([C:9]([C:6]4[CH:7]=[CH:8][C:3]([N:2]([CH3:21])[CH3:1])=[CH:4][CH:5]=4)=[O:10])[CH:12]=[C:13]3[C:19]([I:20])=[CH:18]2)(=[O:30])=[O:29])[CH:27]=[CH:26][CH:25]=[CH:24][CH:23]=1. The yield is 0.690. (10) The reactants are [CH3:1][O:2][C:3]([C:5]1[C:6]2[C:7](=[O:17])[CH:8](Br)[CH2:9][O:10][C:11]=2[C:12]([F:15])=[CH:13][CH:14]=1)=[O:4].[N-:18]=[N+]=[N-].[Na+]. The catalyst is CN(C=O)C. The product is [CH3:1][O:2][C:3]([C:5]1[C:6]2[C:7](=[O:17])[C:8]([NH2:18])=[CH:9][O:10][C:11]=2[C:12]([F:15])=[CH:13][CH:14]=1)=[O:4]. The yield is 0.890.